Dataset: Aqueous solubility values for 9,982 compounds from the AqSolDB database. Task: Regression/Classification. Given a drug SMILES string, predict its absorption, distribution, metabolism, or excretion properties. Task type varies by dataset: regression for continuous measurements (e.g., permeability, clearance, half-life) or binary classification for categorical outcomes (e.g., BBB penetration, CYP inhibition). For this dataset (solubility_aqsoldb), we predict Y. (1) The drug is CN(C)C(=O)CCC(=O)N(C)C. The Y is 0.503 log mol/L. (2) The molecule is Nc1ccc(N=Nc2ccccc2)cc1. The Y is -3.76 log mol/L. (3) The molecule is O=C(O)c1c(Cl)ccc(Cl)c1Cl. The Y is -1.47 log mol/L. (4) The molecule is CC(=O)CCCC(C)CCCC(C)C. The Y is -4.01 log mol/L. (5) The drug is O=S(=O)([O-])c1ccc(O)cc1.[Na+]. The Y is -8.36 log mol/L. (6) The drug is O=c1cc(Br)c2ccccc2o1. The Y is -1.65 log mol/L. (7) The molecule is O=Cc1ccc(O)c(C(=O)O)c1. The Y is -2.64 log mol/L.